From a dataset of Forward reaction prediction with 1.9M reactions from USPTO patents (1976-2016). Predict the product of the given reaction. (1) The product is: [CH2:17]([CH:16]([C:15]1[C:10]2[N:11]([C:7]([C:4]3[S:5][CH:6]=[C:2]([C:26]4[CH:25]=[N:24][CH:29]=[CH:28][CH:27]=4)[C:3]=3[CH3:23])=[C:8]([CH3:22])[N:9]=2)[N:12]=[C:13]([CH3:21])[CH:14]=1)[CH2:19][CH3:20])[CH3:18]. Given the reactants Br[C:2]1[C:3]([CH3:23])=[C:4]([C:7]2[N:11]3[N:12]=[C:13]([CH3:21])[CH:14]=[C:15]([CH:16]([CH2:19][CH3:20])[CH2:17][CH3:18])[C:10]3=[N:9][C:8]=2[CH3:22])[S:5][CH:6]=1.[N:24]1[CH:29]=[CH:28][CH:27]=[C:26](B(O)O)[CH:25]=1.C([O-])([O-])=O.[Na+].[Na+].C1C=CC(P(C2C=CC=CC=2)C2C=CC=CC=2)=CC=1, predict the reaction product. (2) The product is: [CH3:1][C:2]([O:4][C:5]1[S:9][C:8]2[CH2:10][CH2:11][N:12]([CH:14]([C:22]([CH:24]3[CH2:26][CH2:25]3)=[O:23])[C:15]3[CH:16]=[CH:17][CH:18]=[CH:19][C:20]=3[F:21])[CH2:13][C:7]=2[CH:6]=1)=[O:3].[ClH:33]. Given the reactants [CH3:1][C:2]([O:4][C:5]1[S:9][C:8]2[CH2:10][CH2:11][N:12]([CH:14]([C:22]([CH:24]3[CH2:26][CH2:25]3)=[O:23])[C:15]3[CH:16]=[CH:17][CH:18]=[CH:19][C:20]=3[F:21])[CH2:13][C:7]=2[CH:6]=1)=[O:3].C(O)(=O)C.C[Si](C)(C)[Cl:33], predict the reaction product.